Predict the reactants needed to synthesize the given product. From a dataset of Full USPTO retrosynthesis dataset with 1.9M reactions from patents (1976-2016). (1) Given the product [C:15]([C:17]1[C:22]2[N:23]=[C:24]([C:26]([N:6]([CH3:5])[CH2:7][CH2:8][C:9]3[CH:14]=[CH:13][CH:12]=[CH:11][CH:10]=3)=[O:28])[O:25][C:21]=2[C:20]([F:31])=[C:19]([C:32]2[CH:37]=[CH:36][CH:35]=[CH:34][CH:33]=2)[C:18]=1[CH3:38])#[N:16], predict the reactants needed to synthesize it. The reactants are: C[Al](C)C.[CH3:5][NH:6][CH2:7][CH2:8][C:9]1[CH:14]=[CH:13][CH:12]=[CH:11][CH:10]=1.[C:15]([C:17]1[C:22]2[N:23]=[C:24]([C:26]([O:28]CC)=O)[O:25][C:21]=2[C:20]([F:31])=[C:19]([C:32]2[CH:37]=[CH:36][CH:35]=[CH:34][CH:33]=2)[C:18]=1[CH3:38])#[N:16].Cl. (2) Given the product [CH:51]([O:53][C@@H:54]1[CH2:59][CH2:58][CH2:57][N:56]([C:60]2[N:61]=[C:62]3[CH:79]=[C:78](/[CH:80]=[CH:81]/[C:82]4[S:83][CH:84]=[C:85]([CH:87]([CH3:89])[CH3:88])[N:86]=4)[CH:77]=[CH:76][N:63]3[C:64](=[O:75])[C:65]=2/[CH:66]=[CH:67]/[C:68]([O:70][C:71]([CH3:74])([CH3:73])[CH3:72])=[O:69])[CH2:55]1)=[O:52], predict the reactants needed to synthesize it. The reactants are: OC1N=C2C=C(/C=C/C3SC=C(C(C)C)N=3)C=CN2C(=O)C=1.OC1CCCN(C2N=C3C=C(/C=C/C4SC=C(C(C)C)N=4)C=CN3C(=O)C=2)C1.[CH:51]([O:53][CH:54]1[CH2:59][CH2:58][CH2:57][N:56]([C:60]2[N:61]=[C:62]3[CH:79]=[C:78](/[CH:80]=[CH:81]/[C:82]4[S:83][CH:84]=[C:85]([CH:87]([CH3:89])[CH3:88])[N:86]=4)[CH:77]=[CH:76][N:63]3[C:64](=[O:75])[C:65]=2/[CH:66]=[CH:67]/[C:68]([O:70][C:71]([CH3:74])([CH3:73])[CH3:72])=[O:69])[CH2:55]1)=[O:52]. (3) Given the product [CH3:15][O:14][C:11]([C:8]1[NH:7][C:6](=[O:16])[C:5]([CH:2]([NH:1][C:22]([CH:17]2[CH2:21][CH2:20][CH2:19][CH2:18]2)=[O:23])[CH2:3][CH3:4])=[N:10][N:9]=1)([CH3:13])[CH3:12], predict the reactants needed to synthesize it. The reactants are: [NH2:1][CH:2]([C:5]1[C:6](=[O:16])[NH:7][C:8]([C:11]([O:14][CH3:15])([CH3:13])[CH3:12])=[N:9][N:10]=1)[CH2:3][CH3:4].[CH:17]1([C:22](Cl)=[O:23])[CH2:21][CH2:20][CH2:19][CH2:18]1. (4) Given the product [OH:58][C:56]([CH3:59])([CH3:57])[CH2:55][NH:54][C:18](=[O:20])[CH2:17][CH:14]1[S:13][C:12]([C:9]2[NH:10][C:11]3[C:7]([CH:8]=2)=[CH:6][C:5]([O:21][C:22]2[CH:23]=[N:24][C:25]([S:28]([CH3:31])(=[O:30])=[O:29])=[CH:26][CH:27]=2)=[CH:4][C:3]=3[O:2][CH3:1])=[N:16][CH2:15]1, predict the reactants needed to synthesize it. The reactants are: [CH3:1][O:2][C:3]1[CH:4]=[C:5]([O:21][C:22]2[CH:23]=[N:24][C:25]([S:28]([CH3:31])(=[O:30])=[O:29])=[CH:26][CH:27]=2)[CH:6]=[C:7]2[C:11]=1[NH:10][C:9]([C:12]1[S:13][CH:14]([CH2:17][C:18]([OH:20])=O)[CH2:15][N:16]=1)=[CH:8]2.Cl.C(N=C=NCCCN(C)C)C.ON1C2C=CC=CC=2N=N1.[NH2:54][CH2:55][C:56]([CH3:59])([OH:58])[CH3:57]. (5) Given the product [Cl:1][C:2]1[CH:9]=[C:8]([O:10][CH3:11])[CH:7]=[C:6]([O:12][CH3:13])[C:3]=1[CH2:4][N:14]1[CH2:19][CH2:18][CH2:17][CH2:16][CH2:15]1, predict the reactants needed to synthesize it. The reactants are: [Cl:1][C:2]1[CH:9]=[C:8]([O:10][CH3:11])[CH:7]=[C:6]([O:12][CH3:13])[C:3]=1[CH:4]=O.[NH:14]1[CH2:19][CH2:18][CH2:17][CH2:16][CH2:15]1.C(O[BH-](OC(=O)C)OC(=O)C)(=O)C.[Na+].Cl.